Dataset: NCI-60 drug combinations with 297,098 pairs across 59 cell lines. Task: Regression. Given two drug SMILES strings and cell line genomic features, predict the synergy score measuring deviation from expected non-interaction effect. (1) Drug 1: CN1C2=C(C=C(C=C2)N(CCCl)CCCl)N=C1CCCC(=O)O.Cl. Drug 2: C1C(C(OC1N2C=NC(=NC2=O)N)CO)O. Cell line: 786-0. Synergy scores: CSS=0.442, Synergy_ZIP=-0.0617, Synergy_Bliss=1.65, Synergy_Loewe=-5.66, Synergy_HSA=-0.633. (2) Drug 1: CCCCC(=O)OCC(=O)C1(CC(C2=C(C1)C(=C3C(=C2O)C(=O)C4=C(C3=O)C=CC=C4OC)O)OC5CC(C(C(O5)C)O)NC(=O)C(F)(F)F)O. Drug 2: CCN(CC)CCCC(C)NC1=C2C=C(C=CC2=NC3=C1C=CC(=C3)Cl)OC. Cell line: MCF7. Synergy scores: CSS=29.4, Synergy_ZIP=-5.80, Synergy_Bliss=-1.01, Synergy_Loewe=-5.86, Synergy_HSA=1.45.